Dataset: Full USPTO retrosynthesis dataset with 1.9M reactions from patents (1976-2016). Task: Predict the reactants needed to synthesize the given product. (1) Given the product [CH2:19]([C:13]1[CH:12]=[C:11]2[C:16]([CH:4]([N:3]([OH:2])[CH3:24])[CH2:5][C:6]3([O:10]2)[CH2:9][CH2:8][CH2:7]3)=[C:15]([CH3:17])[C:14]=1[OH:18])[CH3:20], predict the reactants needed to synthesize it. The reactants are: C[O:2][N:3]=[C:4]1[C:16]2[C:11](=[CH:12][C:13]([CH2:19][CH3:20])=[C:14]([OH:18])[C:15]=2[CH3:17])[O:10][C:6]2([CH2:9][CH2:8][CH2:7]2)[CH2:5]1.Cl.O.O1CCOC[CH2:24]1. (2) Given the product [CH3:22][O:21][CH2:20][CH2:19][N:7]([C:3]([CH3:6])([CH3:4])[CH3:5])[S:8]([C:11]1[CH:12]=[CH:13][C:14]([I:17])=[CH:15][CH:16]=1)(=[O:9])=[O:10], predict the reactants needed to synthesize it. The reactants are: [H-].[Na+].[C:3]([NH:7][S:8]([C:11]1[CH:16]=[CH:15][C:14]([I:17])=[CH:13][CH:12]=1)(=[O:10])=[O:9])([CH3:6])([CH3:5])[CH3:4].Br[CH2:19][CH2:20][O:21][CH3:22].[I-].[Na+]. (3) Given the product [C:1]([O:5][C:6](=[O:7])[NH:8][C:9]1[C:10]([C:14](=[O:16])[NH:30][C:25]2[CH:24]=[CH:31][C:28]([CH2:23][N:17]3[CH2:18][CH2:19][O:20][CH2:21][CH2:22]3)=[CH:27][C:26]=2[NH2:29])=[N:11][NH:12][CH:13]=1)([CH3:2])([CH3:3])[CH3:4], predict the reactants needed to synthesize it. The reactants are: [C:1]([O:5][C:6]([NH:8][C:9]1[C:10]([C:14]([OH:16])=O)=[N:11][NH:12][CH:13]=1)=[O:7])([CH3:4])([CH3:3])[CH3:2].[N:17]1([C:23]2[C:24]([CH3:31])=[C:25]([NH2:30])[C:26]([NH2:29])=[CH:27][CH:28]=2)[CH2:22][CH2:21][O:20][CH2:19][CH2:18]1.C(Cl)CCl.C1C=CC2N(O)N=NC=2C=1. (4) Given the product [C:23]([C:25]1[CH:32]=[CH:31][C:28]([CH2:29][N:1]2[CH2:6][CH2:5][CH2:4][CH2:3][C@@H:2]2[C:7]([NH:9][C:10]2([C:13]3[CH:14]=[CH:15][C:16]([C:17]([O:19][CH3:20])=[O:18])=[CH:21][CH:22]=3)[CH2:12][CH2:11]2)=[O:8])=[CH:27][CH:26]=1)#[N:24], predict the reactants needed to synthesize it. The reactants are: [NH:1]1[CH2:6][CH2:5][CH2:4][CH2:3][C@@H:2]1[C:7]([NH:9][C:10]1([C:13]2[CH:22]=[CH:21][C:16]([C:17]([O:19][CH3:20])=[O:18])=[CH:15][CH:14]=2)[CH2:12][CH2:11]1)=[O:8].[C:23]([C:25]1[CH:32]=[CH:31][C:28]([CH2:29]Br)=[CH:27][CH:26]=1)#[N:24].C([O-])([O-])=O.[Na+].[Na+]. (5) Given the product [NH:4]1[CH:5]=[CH:6][N:7]=[C:3]1[N:37]1[C:45]2[C:40](=[CH:41][CH:42]=[CH:43][CH:44]=2)[CH2:39][C:38]1=[O:46], predict the reactants needed to synthesize it. The reactants are: C([C:3]1[NH:4][CH:5]=[C:6](C=O)[N:7]=1)C.C1C=CC(C(Cl)(C2C(Cl)=CC=CC=2)C2C=CC=CC=2)=CC=1.N1CCCCC1.[NH:37]1[C:45]2[C:40](=[CH:41][CH:42]=[CH:43][CH:44]=2)[CH2:39][C:38]1=[O:46]. (6) The reactants are: [CH:1]1([C:7]([NH:9][C:10]2[CH:15]=[CH:14][CH:13]=[CH:12][C:11]=2/[CH:16]=[CH:17]/[C:18]([O:20]C)=O)=[O:8])[CH2:6][CH2:5][CH2:4][CH2:3][CH2:2]1.[NH2:22][OH:23].[OH-].[Na+]. Given the product [OH:23][NH:22][C:18](=[O:20])/[CH:17]=[CH:16]/[C:11]1[CH:12]=[CH:13][CH:14]=[CH:15][C:10]=1[NH:9][C:7]([CH:1]1[CH2:6][CH2:5][CH2:4][CH2:3][CH2:2]1)=[O:8], predict the reactants needed to synthesize it. (7) Given the product [CH3:1][N:2]1[C:24]([C:15]2[CH:16]=[CH:17][C:18]3[C:23](=[CH:22][CH:21]=[CH:20][CH:19]=3)[C:14]=2[OH:13])=[N:5][C:4]([C:6]2[C:11]([CH3:12])=[CH:10][CH:9]=[CH:8][N:7]=2)=[N:3]1, predict the reactants needed to synthesize it. The reactants are: [CH3:1][NH:2][NH:3][C:4]([C:6]1[C:11]([CH3:12])=[CH:10][CH:9]=[CH:8][N:7]=1)=[NH:5].[OH:13][C:14]1[C:23]2[C:18](=[CH:19][CH:20]=[CH:21][CH:22]=2)[CH:17]=[CH:16][C:15]=1[CH:24]=O.